Dataset: Full USPTO retrosynthesis dataset with 1.9M reactions from patents (1976-2016). Task: Predict the reactants needed to synthesize the given product. (1) The reactants are: [Cl:1][C:2]1[CH:7]=[C:6]([C:8]2[C:13]([CH3:14])=[N:12][CH:11]=[CH:10][N:9]=2)[CH:5]=[CH:4][C:3]=1[NH:15]C(=O)OC(C)(C)C.Cl. Given the product [Cl:1][C:2]1[CH:7]=[C:6]([C:8]2[C:13]([CH3:14])=[N:12][CH:11]=[CH:10][N:9]=2)[CH:5]=[CH:4][C:3]=1[NH2:15], predict the reactants needed to synthesize it. (2) The reactants are: [CH3:1][N:2]1[C:10]([CH:11]=O)=[N:9][C:8]2[C:3]1=[N:4][C:5]([N:19]1[C:23]3[CH:24]=[CH:25][CH:26]=[CH:27][C:22]=3[N:21]=[C:20]1[CH3:28])=[N:6][C:7]=2[N:13]1[CH2:18][CH2:17][O:16][CH2:15][CH2:14]1.[N:29]1[CH:34]=[CH:33][N:32]=[CH:31][C:30]=1[CH2:35][CH2:36][NH2:37]. Given the product [CH3:1][N:2]1[C:10]([CH2:11][NH:37][CH2:36][CH2:35][C:30]2[CH:31]=[N:32][CH:33]=[CH:34][N:29]=2)=[N:9][C:8]2[C:3]1=[N:4][C:5]([N:19]1[C:23]3[CH:24]=[CH:25][CH:26]=[CH:27][C:22]=3[N:21]=[C:20]1[CH3:28])=[N:6][C:7]=2[N:13]1[CH2:14][CH2:15][O:16][CH2:17][CH2:18]1, predict the reactants needed to synthesize it. (3) Given the product [Br:1][C:2]1[CH:3]=[C:4]2[C:9](=[N:10][C:11]=1[CH3:12])[N:8]([CH3:25])[CH:7]=[C:6]([C:13]([NH:15][CH2:16][C:17]1[CH:22]=[CH:21][C:20]([Cl:23])=[CH:19][CH:18]=1)=[O:14])[C:5]2=[O:24], predict the reactants needed to synthesize it. The reactants are: [Br:1][C:2]1[CH:3]=[C:4]2[C:9](=[N:10][C:11]=1[CH3:12])[N:8]=[CH:7][C:6]([C:13]([NH:15][CH2:16][C:17]1[CH:22]=[CH:21][C:20]([Cl:23])=[CH:19][CH:18]=1)=[O:14])=[C:5]2[OH:24].[C:25](=O)([O-])[O-].[K+].[K+].CI. (4) Given the product [CH:1]1([CH2:4][N:5]([CH3:31])[C:6]2[CH:11]=[CH:10][C:9]([S:12]([CH3:15])(=[O:14])=[O:13])=[CH:8][C:7]=2[C:16]2[C:24]3[C:19](=[C:20]([O:25][CH3:26])[N:21]=[CH:22][CH:23]=3)[N:18]([CH3:27])[CH:17]=2)[CH2:3][CH2:2]1, predict the reactants needed to synthesize it. The reactants are: [CH:1]1([CH2:4][NH:5][C:6]2[CH:11]=[CH:10][C:9]([S:12]([CH3:15])(=[O:14])=[O:13])=[CH:8][C:7]=2[C:16]2[C:24]3[C:19](=[C:20]([O:25][CH3:26])[N:21]=[CH:22][CH:23]=3)[N:18]([CH3:27])[CH:17]=2)[CH2:3][CH2:2]1.[H-].[Na+].I[CH3:31]. (5) Given the product [CH2:1]([O:3][C:4]([C:5]1[CH:32]([C:34]2[CH:39]=[CH:38][CH:37]=[C:36]([CH2:40][C:41]([OH:43])=[O:42])[CH:35]=2)[C:27]2[C:28](=[O:30])[O:29][CH:24]([C:17]3[C:16]([CH3:15])=[CH:21][C:20]([CH3:22])=[CH:19][C:18]=3[CH3:23])[CH2:25][C:26]=2[NH:48][C:6]=1[CH2:7][O:8][C:9]([CH3:12])([CH3:11])[CH3:10])=[O:14])[CH3:2], predict the reactants needed to synthesize it. The reactants are: [CH2:1]([O:3][C:4](=[O:14])[CH2:5][C:6](=O)[CH2:7][O:8][C:9]([CH3:12])([CH3:11])[CH3:10])[CH3:2].[CH3:15][C:16]1[CH:21]=[C:20]([CH3:22])[CH:19]=[C:18]([CH3:23])[C:17]=1[CH:24]1[O:29][C:28](=[O:30])[CH2:27][C:26](=O)[CH2:25]1.[CH:32]([C:34]1[CH:35]=[C:36]([CH2:40][C:41]([OH:43])=[O:42])[CH:37]=[CH:38][CH:39]=1)=O.C([O-])(=O)C.[NH4+:48].